Dataset: Reaction yield outcomes from USPTO patents with 853,638 reactions. Task: Predict the reaction yield, written as a fraction of the theoretical maximum amount of product (1.0 means a 100% yield; for example, 0.34 means a 34% yield). (1) The reactants are CO[C:3]([C:5]1[N:6]=[C:7]2[N:15]([CH2:16][C:17]([N:19]3[CH2:24][C@@H:23]([CH3:25])[O:22][C@H:21]([CH3:26])[CH2:20]3)=[O:18])[CH:14]=[C:13]([N:27]3[CH2:31][CH2:30][CH2:29][S:28]3(=[O:33])=[O:32])[N:8]2[C:9](=[O:12])[C:10]=1[OH:11])=[O:4].[NH2:34][CH2:35][C:36]1[CH:41]=[CH:40][C:39]([F:42])=[CH:38][C:37]=1[S:43]([N:46]([CH3:48])[CH3:47])(=[O:45])=[O:44]. The yield is 0.430. The catalyst is CO. The product is [CH3:47][N:46]([CH3:48])[S:43]([C:37]1[CH:38]=[C:39]([F:42])[CH:40]=[CH:41][C:36]=1[CH2:35][NH:34][C:3]([C:5]1[N:6]=[C:7]2[N:15]([CH2:16][C:17]([N:19]3[CH2:20][C@@H:21]([CH3:26])[O:22][C@H:23]([CH3:25])[CH2:24]3)=[O:18])[CH:14]=[C:13]([N:27]3[CH2:31][CH2:30][CH2:29][S:28]3(=[O:33])=[O:32])[N:8]2[C:9](=[O:12])[C:10]=1[OH:11])=[O:4])(=[O:45])=[O:44]. (2) The reactants are [CH:1]1([NH:7][C:8]([C:10]2[C:11](=O)[C:12]3[C:17]([C:18]=2[C:19]2[CH:24]=[CH:23][CH:22]=[CH:21][CH:20]=2)=[CH:16][CH:15]=[C:14]([O:25][CH2:26][CH2:27][N:28]2[CH2:33][CH2:32][O:31][CH2:30][CH2:29]2)[CH:13]=3)=[O:9])[CH2:6][CH2:5][CH2:4][CH2:3][CH2:2]1.Cl.[NH2:36][OH:37].N1C=CC=CC=1. The catalyst is C(O)C. The product is [CH:1]1([NH:7][C:8]([C:10]2[C:11](=[N:36][OH:37])[C:12]3[C:17]([C:18]=2[C:19]2[CH:20]=[CH:21][CH:22]=[CH:23][CH:24]=2)=[CH:16][CH:15]=[C:14]([O:25][CH2:26][CH2:27][N:28]2[CH2:33][CH2:32][O:31][CH2:30][CH2:29]2)[CH:13]=3)=[O:9])[CH2:2][CH2:3][CH2:4][CH2:5][CH2:6]1. The yield is 0.640.